Dataset: CYP2C19 inhibition data for predicting drug metabolism from PubChem BioAssay. Task: Regression/Classification. Given a drug SMILES string, predict its absorption, distribution, metabolism, or excretion properties. Task type varies by dataset: regression for continuous measurements (e.g., permeability, clearance, half-life) or binary classification for categorical outcomes (e.g., BBB penetration, CYP inhibition). Dataset: cyp2c19_veith. (1) The molecule is CS(=O)(=O)N1CCC2(CCN(C(c3ccccc3)c3ccccc3)CC2)CC1. The result is 0 (non-inhibitor). (2) The molecule is Cc1cc(C)c(C)c(S(=O)(=O)ON2C(=O)c3ccccc3C2=O)c1C. The result is 1 (inhibitor). (3) The compound is CCn1c(=N)c(S(=O)(=O)c2ccc(F)cc2)cc2c(=O)n3ccccc3nc21. The result is 1 (inhibitor). (4) The result is 1 (inhibitor). The molecule is Cc1cc(C)n(CC(O)COc2ccccc2)n1. (5) The molecule is COc1ccc(CNc2nc(-c3ccccc3OC)nc3ccccc23)c(OC)c1. The result is 1 (inhibitor).